Dataset: Forward reaction prediction with 1.9M reactions from USPTO patents (1976-2016). Task: Predict the product of the given reaction. Given the reactants [Br:1][C:2]1[CH:23]=[CH:22][C:5]([CH2:6][C:7]2([C:17](OCC)=[O:18])[CH2:12][CH2:11][CH:10]([C:13]([F:16])([F:15])[F:14])[CH2:9][CH2:8]2)=[C:4](I)[CH:3]=1.C([Mg]Cl)(C)C.[Cl-].[Li+], predict the reaction product. The product is: [Br:1][C:2]1[CH:23]=[C:22]2[C:5]([CH2:6][C:7]3([CH2:12][CH2:11][CH:10]([C:13]([F:15])([F:14])[F:16])[CH2:9][CH2:8]3)[C:17]2=[O:18])=[CH:4][CH:3]=1.